From a dataset of NCI-60 drug combinations with 297,098 pairs across 59 cell lines. Regression. Given two drug SMILES strings and cell line genomic features, predict the synergy score measuring deviation from expected non-interaction effect. Cell line: COLO 205. Drug 1: CS(=O)(=O)C1=CC(=C(C=C1)C(=O)NC2=CC(=C(C=C2)Cl)C3=CC=CC=N3)Cl. Drug 2: CS(=O)(=O)CCNCC1=CC=C(O1)C2=CC3=C(C=C2)N=CN=C3NC4=CC(=C(C=C4)OCC5=CC(=CC=C5)F)Cl. Synergy scores: CSS=0.822, Synergy_ZIP=3.61, Synergy_Bliss=7.66, Synergy_Loewe=-3.07, Synergy_HSA=-0.632.